Predict the reactants needed to synthesize the given product. From a dataset of Full USPTO retrosynthesis dataset with 1.9M reactions from patents (1976-2016). (1) Given the product [N:27]1[C:28]2[CH:34]=[CH:33][CH:32]=[CH:31][C:29]=2[NH:30][C:26]=1[CH2:25][NH:24][C:1]([C:4]1[CH:21]=[CH:20][C:7]2[CH2:8][CH:9]([CH2:15][C:16]([O:18][CH3:19])=[O:17])[C:10](=[O:14])[N:11]([CH3:13])[CH2:12][C:6]=2[CH:5]=1)=[O:3], predict the reactants needed to synthesize it. The reactants are: [C:1]([C:4]1[CH:21]=[CH:20][C:7]2[CH2:8][CH:9]([CH2:15][C:16]([O:18][CH3:19])=[O:17])[C:10](=[O:14])[N:11]([CH3:13])[CH2:12][C:6]=2[CH:5]=1)([OH:3])=O.Cl.Cl.[NH2:24][CH2:25][C:26]1[NH:27][C:28]2[CH:34]=[CH:33][CH:32]=[CH:31][C:29]=2[N:30]=1.C1C=CC2N(O)N=NC=2C=1.O.C(N(C(C)C)CC)(C)C.C(Cl)CCl. (2) Given the product [F:1][C:2]1[C:3]([C:16]2[C:24]3[C:19](=[CH:20][CH:21]=[CH:22][CH:23]=3)[N:18]([S:25]([C:28]3[CH:33]=[CH:32][CH:31]=[CH:30][CH:29]=3)(=[O:27])=[O:26])[CH:17]=2)=[N:4][C:5]([NH:8][C@@H:9]2[CH2:14][CH2:13][CH2:12][C@H:11]([NH:15][C:47]([C:46]3[CH:45]=[CH:44][C:43]([NH:42][C:40](=[O:41])[O:39][C:35]([CH3:37])([CH3:36])[CH3:38])=[CH:51][CH:50]=3)=[O:48])[CH2:10]2)=[N:6][CH:7]=1, predict the reactants needed to synthesize it. The reactants are: [F:1][C:2]1[C:3]([C:16]2[C:24]3[C:19](=[CH:20][CH:21]=[CH:22][CH:23]=3)[N:18]([S:25]([C:28]3[CH:33]=[CH:32][CH:31]=[CH:30][CH:29]=3)(=[O:27])=[O:26])[CH:17]=2)=[N:4][C:5]([NH:8][C@@H:9]2[CH2:14][CH2:13][CH2:12][C@H:11]([NH2:15])[CH2:10]2)=[N:6][CH:7]=1.Cl.[C:35]([O:39][C:40]([NH:42][C:43]1[CH:51]=[CH:50][C:46]([C:47](O)=[O:48])=[CH:45][CH:44]=1)=[O:41])([CH3:38])([CH3:37])[CH3:36].CCN(C(C)C)C(C)C.CN(C(ON1N=NC2C=CC=CC1=2)=[N+](C)C)C.F[P-](F)(F)(F)(F)F.